Dataset: Forward reaction prediction with 1.9M reactions from USPTO patents (1976-2016). Task: Predict the product of the given reaction. (1) Given the reactants [OH:1][C@@:2]1([C:9]#[C:10][C:11]2[CH:16]=[CH:15][C:14]([C:17]3[C:18]4[N:19]([CH:26]=[CH:27][N:28]=4)[CH:20]=[C:21]([C:23]([O-:25])=O)[N:22]=3)=[CH:13][CH:12]=2)[CH2:6][CH2:5][N:4]([CH3:7])[C:3]1=[O:8].[NH3:29], predict the reaction product. The product is: [OH:1][C@@:2]1([C:9]#[C:10][C:11]2[CH:12]=[CH:13][C:14]([C:17]3[C:18]4[N:19]([CH:26]=[CH:27][N:28]=4)[CH:20]=[C:21]([C:23]([NH2:29])=[O:25])[N:22]=3)=[CH:15][CH:16]=2)[CH2:6][CH2:5][N:4]([CH3:7])[C:3]1=[O:8]. (2) Given the reactants Br[C:2]1[N:7]=[CH:6][C:5]([CH2:8][N:9]2[C:13]([CH3:14])=[C:12]([C:15]3[CH:22]=[CH:21][C:18]([C:19]#[N:20])=[C:17]([Cl:23])[CH:16]=3)[C:11]([CH3:24])=[N:10]2)=[CH:4][CH:3]=1.[CH2:25](N(CC)CC)C.[C]=O.[OH2:34].[CH3:35][OH:36], predict the reaction product. The product is: [Cl:23][C:17]1[CH:16]=[C:15]([C:12]2[C:11]([CH3:24])=[N:10][N:9]([CH2:8][C:5]3[CH:4]=[CH:3][C:2]([C:35]([O:36][CH3:25])=[O:34])=[N:7][CH:6]=3)[C:13]=2[CH3:14])[CH:22]=[CH:21][C:18]=1[C:19]#[N:20]. (3) The product is: [CH2:1]=[C:2]1[C:12]([N:13]2[CH2:14][CH2:15][N:16]([CH2:42][CH2:41][CH2:40][CH2:39][C:25]3([C:23](=[O:24])[NH:22][CH2:21][C:20]([F:45])([F:19])[F:44])[C:26]4[CH:27]=[CH:28][CH:29]=[CH:30][C:31]=4[O:32][C:33]4[C:38]3=[CH:37][CH:36]=[CH:35][CH:34]=4)[CH2:17][CH2:18]2)=[CH:11][CH:10]=[CH:9][CH:3]1[C:4]([O:6][CH2:7][CH3:8])=[O:5]. Given the reactants [CH3:1][C:2]1[C:12]([N:13]2[CH2:18][CH2:17][NH:16][CH2:15][CH2:14]2)=[CH:11][CH:10]=[CH:9][C:3]=1[C:4]([O:6][CH2:7][CH3:8])=[O:5].[F:19][C:20]([F:45])([F:44])[CH2:21][NH:22][C:23]([C:25]1([CH2:39][CH2:40][CH2:41][CH2:42]Br)[C:38]2[CH:37]=[CH:36][CH:35]=[CH:34][C:33]=2[O:32][C:31]2[C:26]1=[CH:27][CH:28]=[CH:29][CH:30]=2)=[O:24], predict the reaction product. (4) Given the reactants [N+:1]([C:4]1[C:5](SC#N)=[N:6][C:7]([NH:10][CH2:11][C:12]2[CH:17]=[CH:16][CH:15]=[CH:14][C:13]=2[O:18][C:19]([F:22])([F:21])[F:20])=[N:8][CH:9]=1)([O-:3])=[O:2].[NH2:26][CH2:27][C@@H:28]1[CH2:33][CH2:32][C@H:31]([OH:34])[CH2:30][CH2:29]1.C(N(C(C)C)CC)(C)C, predict the reaction product. The product is: [N+:1]([C:4]1[C:5]([NH:26][CH2:27][C@@H:28]2[CH2:33][CH2:32][C@H:31]([OH:34])[CH2:30][CH2:29]2)=[N:6][C:7]([NH:10][CH2:11][C:12]2[CH:17]=[CH:16][CH:15]=[CH:14][C:13]=2[O:18][C:19]([F:21])([F:20])[F:22])=[N:8][CH:9]=1)([O-:3])=[O:2]. (5) Given the reactants [C:1](O)(=[O:3])[CH3:2].[F-].C([N+](CCCC)(CCCC)CCCC)CCC.[C:23]([O:27][C:28]([CH:30]1[CH:34]([F:35])[C:33](=[O:36])[N:32]([C@@H:37]([C:39]2[CH:44]=[CH:43][CH:42]=[CH:41][CH:40]=2)[CH3:38])[CH:31]1CCO[Si](C(C)(C)C)(C)C)=[O:29])([CH3:26])([CH3:25])[CH3:24].C(OCC)(=O)C, predict the reaction product. The product is: [C:23]([O:27][C:28]([C@@:30]1([CH2:2][CH2:1][OH:3])[CH:34]([F:35])[C:33](=[O:36])[N:32]([C@@H:37]([C:39]2[CH:40]=[CH:41][CH:42]=[CH:43][CH:44]=2)[CH3:38])[CH2:31]1)=[O:29])([CH3:26])([CH3:24])[CH3:25]. (6) Given the reactants Cl[C:2]1[C:14]2[C:13]3[CH:12]=[C:11]([F:15])[CH:10]=[CH:9][C:8]=3[NH:7][C:6]=2[C:5]([C:16]#[N:17])=[CH:4][N:3]=1.[F:18][C:19]1[CH:25]=[C:24]([F:26])[CH:23]=[C:22]([F:27])[C:20]=1[NH2:21].CC(C)([O-])C.[Na+].COCCOC, predict the reaction product. The product is: [F:15][C:11]1[CH:10]=[CH:9][C:8]2[NH:7][C:6]3[C:5]([C:16]#[N:17])=[CH:4][N:3]=[C:2]([NH:21][C:20]4[C:19]([F:18])=[CH:25][C:24]([F:26])=[CH:23][C:22]=4[F:27])[C:14]=3[C:13]=2[CH:12]=1. (7) Given the reactants C(S)CCCCCCCCCCC.[F:14][C:15]1[CH:20]=[C:19]([O:21]C)[CH:18]=[CH:17][C:16]=1[C:23]1[CH:27]=[C:26]([CH3:28])[O:25][N:24]=1.[Al+3].[Cl-].[Cl-].[Cl-], predict the reaction product. The product is: [F:14][C:15]1[CH:20]=[C:19]([OH:21])[CH:18]=[CH:17][C:16]=1[C:23]1[CH:27]=[C:26]([CH3:28])[O:25][N:24]=1. (8) Given the reactants F[C:2]1[C:11]2[O:10][CH:9]([CH2:12][NH2:13])[CH2:8][NH:7][C:6]=2[CH:5]=[CH:4][CH:3]=1.CN1C2C=CC=CC=2OC([C:25]([NH2:27])=[O:26])C1, predict the reaction product. The product is: [C:25]([C:2]1[C:11]2[O:10][CH:9]([CH2:12][NH2:13])[CH2:8][NH:7][C:6]=2[CH:5]=[CH:4][CH:3]=1)(=[O:26])[NH2:27].